This data is from Forward reaction prediction with 1.9M reactions from USPTO patents (1976-2016). The task is: Predict the product of the given reaction. (1) Given the reactants Cl.[C:2]1([C:8]2[CH:9]=[C:10]([CH2:17][CH2:18][C:19]3[CH:20]=[C:21]4[C:25](=[CH:26][CH:27]=3)[NH:24][CH2:23][CH2:22]4)[S:11][C:12]=2[C:13]([F:16])([F:15])[F:14])[CH:7]=[CH:6][CH:5]=[CH:4][CH:3]=1.[C:28]([O:32][C:33]([N:35]([CH2:45][C:46](O)=[O:47])[CH2:36][CH2:37][C:38]([O:40][C:41]([CH3:44])([CH3:43])[CH3:42])=[O:39])=[O:34])([CH3:31])([CH3:30])[CH3:29].CCN=C=NCCCN(C)C.Cl.C1C=CC2N(O)N=NC=2C=1, predict the reaction product. The product is: [C:41]([O:40][C:38](=[O:39])[CH2:37][CH2:36][N:35]([C:33]([O:32][C:28]([CH3:31])([CH3:30])[CH3:29])=[O:34])[CH2:45][C:46](=[O:47])[N:24]1[C:25]2[C:21](=[CH:20][C:19]([CH2:18][CH2:17][C:10]3[S:11][C:12]([C:13]([F:16])([F:15])[F:14])=[C:8]([C:2]4[CH:7]=[CH:6][CH:5]=[CH:4][CH:3]=4)[CH:9]=3)=[CH:27][CH:26]=2)[CH2:22][CH2:23]1)([CH3:43])([CH3:44])[CH3:42]. (2) Given the reactants C(N(C(C)C)CC)(C)C.[C:10]1([CH3:22])[CH:15]=[CH:14][C:13]([S:16]([N:19]=C=O)(=[O:18])=[O:17])=[CH:12][CH:11]=1.CNCCCNC.C(O)(=O)CC(CC(O)=O)(C(O)=O)O, predict the reaction product. The product is: [CH3:22][C:10]1[CH:11]=[CH:12][C:13]([S:16]([NH2:19])(=[O:18])=[O:17])=[CH:14][CH:15]=1. (3) Given the reactants [C:1]([NH:4][C:5]1[C:10]([CH3:11])=[CH:9][C:8]([C:12]([F:19])([F:18])[C:13]([O:15][CH2:16][CH3:17])=[O:14])=[C:7]([F:20])[CH:6]=1)(=[O:3])[CH3:2].[N:21](OCCC(C)C)=O.C([O-])(=O)C.[K+].C(OC(=O)C)(=O)C.C1OCCOCCOCCOCCOCCOC1, predict the reaction product. The product is: [C:1]([N:4]1[C:5]2[C:10](=[CH:9][C:8]([C:12]([F:18])([F:19])[C:13]([O:15][CH2:16][CH3:17])=[O:14])=[C:7]([F:20])[CH:6]=2)[CH:11]=[N:21]1)(=[O:3])[CH3:2].